From a dataset of Full USPTO retrosynthesis dataset with 1.9M reactions from patents (1976-2016). Predict the reactants needed to synthesize the given product. (1) Given the product [CH3:1][N:2]1[CH:6]=[C:5]([C:7]([F:8])([F:9])[F:10])[C:4]([NH:11][C:13]2[N:18]=[C:17]3[N:19]([CH2:24][O:25][CH2:26][CH2:27][Si:28]([CH3:31])([CH3:30])[CH3:29])[CH:20]=[C:21]([C:22]#[N:23])[C:16]3=[C:15]([C:32]3[CH:33]=[N:34][CH:35]=[C:36]([CH3:38])[CH:37]=3)[CH:14]=2)=[N:3]1, predict the reactants needed to synthesize it. The reactants are: [CH3:1][N:2]1[CH:6]=[C:5]([C:7]([F:10])([F:9])[F:8])[C:4]([NH2:11])=[N:3]1.Cl[C:13]1[N:18]=[C:17]2[N:19]([CH2:24][O:25][CH2:26][CH2:27][Si:28]([CH3:31])([CH3:30])[CH3:29])[CH:20]=[C:21]([C:22]#[N:23])[C:16]2=[C:15]([C:32]2[CH:33]=[N:34][CH:35]=[C:36]([CH3:38])[CH:37]=2)[CH:14]=1.C1(P(C2C=CC=CC=2)C2C3OC4C(=CC=CC=4P(C4C=CC=CC=4)C4C=CC=CC=4)C(C)(C)C=3C=CC=2)C=CC=CC=1.CC(C)([O-])C.[Na+]. (2) The reactants are: [N:1]12[CH2:8][CH2:7][CH:4]([CH2:5][CH2:6]1)[C@@H:3]([O:9][C:10]([NH:12][C:13]1[CH:18]=[C:17]([CH2:19][CH2:20][CH2:21][C:22](O)=[O:23])[CH:16]=[CH:15][C:14]=1[C:25]1[CH:30]=[CH:29][CH:28]=[CH:27][CH:26]=1)=[O:11])[CH2:2]2.C(Cl)(=O)C(Cl)=O.[NH2:37][C:38]1[CH:45]=[CH:44][C:41]([CH:42]=[O:43])=[CH:40][CH:39]=1.C(N(CC)CC)C. Given the product [N:1]12[CH2:6][CH2:5][CH:4]([CH2:7][CH2:8]1)[C@@H:3]([O:9][C:10](=[O:11])[NH:12][C:13]1[CH:18]=[C:17]([CH2:19][CH2:20][CH2:21][C:22]([NH:37][C:38]3[CH:45]=[CH:44][C:41]([CH:42]=[O:43])=[CH:40][CH:39]=3)=[O:23])[CH:16]=[CH:15][C:14]=1[C:25]1[CH:26]=[CH:27][CH:28]=[CH:29][CH:30]=1)[CH2:2]2, predict the reactants needed to synthesize it.